This data is from Drug-target binding data from BindingDB using Kd measurements. The task is: Regression. Given a target protein amino acid sequence and a drug SMILES string, predict the binding affinity score between them. We predict pKd (pKd = -log10(Kd in M); higher means stronger binding). Dataset: bindingdb_kd. (1) The small molecule is CO[C@H]1O[C@@H](COS(=O)(=O)O)[C@@H](O[C@@H]2O[C@@H](C(=O)O)[C@H](O[C@H]3O[C@@H](COS(=O)(=O)O)[C@@H](O[C@@H]4O[C@@H](C(=O)O)[C@@H](O[C@H]5O[C@@H](COS(=O)(=O)O)[C@@H](OC)[C@H](OC)[C@@H]5OC)[C@H](OC)[C@@H]4OC)[C@H](OS(=O)(=O)O)[C@@H]3OS(=O)(=O)O)[C@H](OC)[C@H]2OC)[C@H](OS(=O)(=O)O)[C@@H]1OS(=O)(=O)O. The target protein (P01008) has sequence MYSNVIGTVTSGKRKVYLLSLLLIGFWDCVTCHGSPVDICTAKPRDIPMNPMCIYRSPEKKATEDEGSEQKIPEATNRRVWELSKANSRFATTFYQHLADSKNDNDNIFLSPLSISTAFAMTKLGACNDTLQQLMEVFKFDTISEKTSDQIHFFFAKLNCRLYRKANKSSKLVSANRLFGDKSLTFNETYQDISELVYGAKLQPLDFKENAEQSRAAINKWVSNKTEGRITDVIPSEAINELTVLVLVNTIYFKGLWKSKFSPENTRKELFYKADGESCSASMMYQEGKFRYRRVAEGTQVLELPFKGDDITMVLILPKPEKSLAKVEKELTPEVLQEWLDELEEMMLVVHMPRFRIEDGFSLKEQLQDMGLVDLFSPEKSKLPGIVAEGRDDLYVSDAFHKAFLEVNEEGSEAAASTAVVIAGRSLNPNRVTFKANRPFLVFIREVPLNTIIFMGRVANPCVK. The pKd is 8.7. (2) The small molecule is Oc1cccc(-c2nc(N3CCOCC3)c3oc4ncccc4c3n2)c1. The target protein (P61075) has sequence MEKYHGLEKIGEGTYGVVYKAQNNYGETFALKKIRLEKEDEGIPSTTIREISILKELKHSNIVKLYDVIHTKKRLVLVFEHLDQDLKKLLDVCEGGLESVTAKSFLLQLLNGIAYCHDRRVLHRDLKPQNLLINREGELKIADFGLARAFGIPVRKYTHEVVTLWYRAPDVLMGSKKYSTTIDIWSVGCIFAEMVNGTPLFPGVSEADQLMRIFRILGTPNSKNWPNVTELPKYDPNFTVYEPLPWESFLKGLDESGIDLLSKMLKLDPNQRITAKQALEHAYFKENN. The pKd is 5.0. (3) The drug is CC1(C)CNc2cc(NC(=O)c3cccnc3NCc3ccncc3)ccc21. The target protein (P0C264) has sequence MERRASETPEDGDPEEDTATALQRLVELTTSRVTPVRSLRDQYHLIRKLGSGSYGRVLLAQPHQGGPAVALKLLRRDLVLRSTFLREFCVGRCVSAHPGLLQTLAGPLQTPRYFAFAQEYAPCGDLSGMLQERGLPELLVKRVVAQLAGALDFLHSRGLVHADVKPDNVLVFDPVCSRVALGDLGLTRPEGSPTPAPPVPLPTAPPELCLLLPPDTLPLRPAVDSWGLGVLLFCAATACFPWDVALAPNPEFEAFAGWVTTKPQPPQPPPPWDQFAPPALALLQGLLDLDPETRSPPLAVLDFLGDDWGLQGNREGPGVLGSAVSYEDREEGGSSLEEWTDEGDDSKSGGRTGTDGGAP. The pKd is 5.0. (4) The small molecule is CCCC(=O)O[C@@H]1[C@@H](C)[C@@]2(O)[C@@H](C=C(CO)C[C@@]3(O)C(=O)C(C)=C[C@H]32)[C@@H]2C(C)(C)[C@]12OC(=O)CCC. The target protein sequence is MADVYPANDSTASQDVANRFARKGALRQKNVHEVKDHKFIARFFKQPTFCSHCTDFIWGFGKQGFQCQVCCFVVHKRCHEFVTFSCPGADKGPDTDDPRSKHKFKIHTYGSPTFCDHCGSLLYGLIHQGMKCDTCDMNVHKQCVINVPSLCGMDHTEKRGRIYLKAEVTDEKLHVTVRDAKNLIPMDPNGLSDPYVKLKLIPDPKNESKQKTKTIRSTLNPQWNESFTFKLKPSDKDRRLSVEIWDWDRTTRNDFMGSLSFGVSELMKMPASGWYKLLNQEEGEYYNVPIPEGDEEGNMELRQKFEKAKLGPAGNKVISPSEDRKQPSNNLDRVKLTDFNFLMVLGKGSFGKVMLADRKGTEELYAIKILKKDVVIQDDDVECTMVEKRVLALLDKPPFLTQLHSCFQTVDRLYFVMEYVNGGDLMYHIQQVGKFKEPQAVFYAAEISIGLFFLHKRGIIYRDLKLDNVMLDSEGHIKIADFGMCKEHMMDGVTTRTFCG.... The pKd is 9.4. (5) The small molecule is Oc1c(Cl)c(Cl)c(Cl)c(Cl)c1Cl. The target protein (P42535) has sequence MSTYPINAPGQSADAAVLIVGGGPTGLIAANELLRRGVSCRMIDRLPVAHQTSKSCTIHARSMEMMEHIGIAARYIETGVRSNGFTFNFENTDANALLDFSVLPGRYPFITIYNQNETERVLRHDLEATYSFQPEWGTQLLALNQDENGIRADLRLKDGTKQTISPRWVIGADGVRSRVRECLGIAYEGEDYEENVLQMMDVGIQDFEAGDDWIHYFIGQDKFVFVTKLPGSNYRVIISDLGGANKSNLEETREAFQGYLSSFDDHATLDEPRWATKWRVWKRMATAYRKGNVFLAGDAAHCHSPSGGSGMNVGMQDAFNLGWKIAMVERGEAKPDLLDTYHTERTPVAQQLLEGTHAMHEIIMGHGKGLTDRIELTQAPGWHDAATYRVSGMSYNYRDQLVSFNDDRLAGPSAGDRIPDAELAPRIRLFDLVRNTRPTLLVAPATEAEVAEAEKLRDLIREQWPLVKPVLVRPQGSEESIEGDVHVDSYGQLKREWGDN.... The pKd is 7.3.